Dataset: Reaction yield outcomes from USPTO patents with 853,638 reactions. Task: Predict the reaction yield, written as a fraction of the theoretical maximum amount of product (1.0 means a 100% yield; for example, 0.34 means a 34% yield). The reactants are [C:1]1([O:11][CH3:12])[C:2](=[CH:4][CH:5]=[C:6]([CH:10]=1)[CH2:7][CH:8]=[CH2:9])[OH:3].C([NH:20][CH2:21][C:22](O)=[O:23])(OC(C)(C)C)=O.CN1CCOCC1.CCN=C=NCCCN(C)C.Cl. The catalyst is C(Cl)Cl.CN(C1C=CN=CC=1)C. The product is [CH2:7]([C:6]1[CH:5]=[CH:4][C:2]([O:3][C:22](=[O:23])[CH2:21][NH2:20])=[C:1]([O:11][CH3:12])[CH:10]=1)[CH:8]=[CH2:9]. The yield is 0.469.